This data is from Catalyst prediction with 721,799 reactions and 888 catalyst types from USPTO. The task is: Predict which catalyst facilitates the given reaction. (1) Reactant: [NH:1]1[CH2:6][CH2:5][CH:4]([CH2:7][CH2:8][CH2:9][CH2:10][C:11]2[CH:16]=[CH:15][N:14]=[CH:13][CH:12]=2)[CH2:3][CH2:2]1.Br[C:18]1[N:23]=[CH:22][CH:21]=[CH:20][N:19]=1.N12CCCN=C1CCCCC2. Product: [N:14]1[CH:13]=[CH:12][C:11]([CH2:10][CH2:9][CH2:8][CH2:7][CH:4]2[CH2:3][CH2:2][N:1]([C:18]3[N:23]=[CH:22][CH:21]=[CH:20][N:19]=3)[CH2:6][CH2:5]2)=[CH:16][CH:15]=1. The catalyst class is: 12. (2) Product: [Cl:1][C:2]1[S:6][C:5]([S:7]([NH:10][CH:11]([C:23]([O:25][CH3:27])=[O:24])[CH:12]([CH2:13][C:14]([F:16])([F:17])[F:15])[CH2:18][C:19]([F:22])([F:21])[F:20])(=[O:8])=[O:9])=[CH:4][CH:3]=1. Reactant: [Cl:1][C:2]1[S:6][C:5]([S:7]([NH:10][CH:11]([C:23]([OH:25])=[O:24])[CH:12]([CH2:18][C:19]([F:22])([F:21])[F:20])[CH2:13][C:14]([F:17])([F:16])[F:15])(=[O:9])=[O:8])=[CH:4][CH:3]=1.[Si](C=[N+]=[N-])(C)(C)[CH3:27]. The catalyst class is: 61.